Dataset: Forward reaction prediction with 1.9M reactions from USPTO patents (1976-2016). Task: Predict the product of the given reaction. (1) Given the reactants [CH3:1][C:2]1([CH3:24])[O:6][C@@H:5]([CH2:7][C:8]2([S:11][S:11][C:8]3([CH2:7][C@H:5]4[CH2:4][O:3][C:2]([CH3:24])([CH3:1])[O:6]4)[CH2:10][CH2:9]3)[CH2:10][CH2:9]2)[CH2:4][O:3]1.C1(P(C2C=CC=CC=2)C2C=CC=CC=2)C=CC=CC=1, predict the reaction product. The product is: [CH3:1][C:2]1([CH3:24])[O:6][C@@H:5]([CH2:7][C:8]2([SH:11])[CH2:9][CH2:10]2)[CH2:4][O:3]1. (2) The product is: [CH2:13]([O:16][N:17]=[CH:18]/[C:19](/[CH3:29])=[CH:20]/[C@@H:21]1[C@@H:23]([C:24]([O:1][CH2:2][N:3]2[C:7](=[O:8])[CH2:6][N:5]([CH2:9][C:10]#[CH:11])[C:4]2=[O:12])=[O:25])[C:22]1([CH3:28])[CH3:27])[CH:14]=[CH2:15]. Given the reactants [OH:1][CH2:2][N:3]1[C:7](=[O:8])[CH2:6][N:5]([CH2:9][C:10]#[CH:11])[C:4]1=[O:12].[CH2:13]([O:16][N:17]=[CH:18]/[C:19](/[CH3:29])=[CH:20]/[C@@H:21]1[C@@H:23]([C:24](O)=[O:25])[C:22]1([CH3:28])[CH3:27])[CH:14]=[CH2:15].C(Cl)(Cl)Cl.Cl.C(N=C=NCCCN(C)C)C, predict the reaction product. (3) The product is: [Br:14][C:15]1[CH:22]=[C:21]([F:23])[C:20]([CH:8]=[O:10])=[CH:19][C:16]=1[C:17]#[N:18]. Given the reactants [Cl-].[Li+].C([Mg+])(C)C.[Cl-].[C:8](=[O:10])=O.C(#N)C.[Br:14][C:15]1[CH:22]=[C:21]([F:23])[C:20](Br)=[CH:19][C:16]=1[C:17]#[N:18].CN(C)C=O, predict the reaction product. (4) The product is: [CH2:13]([C:17]1[N:18]=[C:19]([CH3:46])[N:20]([CH2:39][C:40]2[S:41][C:42]([Cl:45])=[CH:43][CH:44]=2)[C:21](=[O:38])[C:22]=1[CH2:23][C:24]1[CH:25]=[CH:26][C:27]([C:30]2[CH:35]=[CH:34][CH:33]=[CH:32][C:31]=2[C:36]2[NH:3][C:4](=[O:7])[O:5][N:37]=2)=[CH:28][CH:29]=1)[CH2:14][CH2:15][CH3:16]. Given the reactants [Cl-].O[NH3+:3].[C:4](=[O:7])([O-])[OH:5].[Na+].CS(C)=O.[CH2:13]([C:17]1[N:18]=[C:19]([CH3:46])[N:20]([CH2:39][C:40]2[S:41][C:42]([Cl:45])=[CH:43][CH:44]=2)[C:21](=[O:38])[C:22]=1[CH2:23][C:24]1[CH:29]=[CH:28][C:27]([C:30]2[C:31]([C:36]#[N:37])=[CH:32][CH:33]=[CH:34][CH:35]=2)=[CH:26][CH:25]=1)[CH2:14][CH2:15][CH3:16], predict the reaction product. (5) The product is: [CH2:9]([NH:11][CH2:2][C:3]1[O:7][N:6]=[CH:5][C:4]=1[CH3:8])[CH3:10]. Given the reactants Cl[CH2:2][C:3]1[O:7][N:6]=[CH:5][C:4]=1[CH3:8].[CH2:9]([NH2:11])[CH3:10], predict the reaction product. (6) Given the reactants [NH2:1][C:2]1[C:10]2[C:5](=[CH:6][CH:7]=[CH:8][CH:9]=2)[NH:4][C:3]=1[C:11]([O:13][CH2:14][CH3:15])=[O:12].[C:16]1([N:22]=[C:23]=[S:24])[CH:21]=[CH:20][CH:19]=[CH:18][CH:17]=1, predict the reaction product. The product is: [C:16]1([NH:22][C:23](=[S:24])[NH:1][C:2]2[C:10]3[C:5](=[CH:6][CH:7]=[CH:8][CH:9]=3)[NH:4][C:3]=2[C:11]([O:13][CH2:14][CH3:15])=[O:12])[CH:21]=[CH:20][CH:19]=[CH:18][CH:17]=1. (7) Given the reactants [N:1]([CH2:4][C:5]([C:7]1[CH:12]=[CH:11][C:10]([O:13][CH3:14])=[CH:9][CH:8]=1)=[O:6])=[N+]=[N-].[ClH:15], predict the reaction product. The product is: [ClH:15].[NH2:1][CH2:4][C:5]([C:7]1[CH:12]=[CH:11][C:10]([O:13][CH3:14])=[CH:9][CH:8]=1)=[O:6]. (8) Given the reactants [Cl-].O[NH3+:3].[C:4](=[O:7])([O-])[OH:5].[Na+].CS(C)=O.[NH:13]1[C:21]2[C:16](=[CH:17][C:18]([C:22]3[C:27](=[O:28])[N:26]([CH2:29][C:30]4[CH:35]=[CH:34][C:33]([C:36]5[C:37]([C:42]#[N:43])=[CH:38][CH:39]=[CH:40][CH:41]=5)=[CH:32][CH:31]=4)[C:25]([CH2:44][CH2:45][CH3:46])=[N:24][C:23]=3[CH3:47])=[CH:19][CH:20]=2)[CH:15]=[CH:14]1, predict the reaction product. The product is: [NH:13]1[C:21]2[C:16](=[CH:17][C:18]([C:22]3[C:27](=[O:28])[N:26]([CH2:29][C:30]4[CH:35]=[CH:34][C:33]([C:36]5[CH:41]=[CH:40][CH:39]=[CH:38][C:37]=5[C:42]5[NH:3][C:4](=[O:7])[O:5][N:43]=5)=[CH:32][CH:31]=4)[C:25]([CH2:44][CH2:45][CH3:46])=[N:24][C:23]=3[CH3:47])=[CH:19][CH:20]=2)[CH:15]=[CH:14]1.